Predict the reactants needed to synthesize the given product. From a dataset of Full USPTO retrosynthesis dataset with 1.9M reactions from patents (1976-2016). (1) Given the product [Cl:51][C:2]([Cl:1])([Cl:50])[CH2:3][O:4][C:5]([C@@H:7]1[CH2:12][CH2:11][CH2:10][N:9]([C:13](=[O:49])[C@@H:14]([NH:34][C:35](=[O:48])[C@@H:36]([NH2:40])[CH:37]([CH3:39])[CH3:38])[CH2:15][O:16][Si:17]([C:30]([CH3:32])([CH3:33])[CH3:31])([C:18]2[CH:23]=[CH:22][CH:21]=[CH:20][CH:19]=2)[C:24]2[CH:29]=[CH:28][CH:27]=[CH:26][CH:25]=2)[NH:8]1)=[O:6], predict the reactants needed to synthesize it. The reactants are: [Cl:1][C:2]([Cl:51])([Cl:50])[CH2:3][O:4][C:5]([C@@H:7]1[CH2:12][CH2:11][CH2:10][N:9]([C:13](=[O:49])[C@@H:14]([NH:34][C:35](=[O:48])[C@@H:36]([NH:40]C(OC(C)(C)C)=O)[CH:37]([CH3:39])[CH3:38])[CH2:15][O:16][Si:17]([C:30]([CH3:33])([CH3:32])[CH3:31])([C:24]2[CH:29]=[CH:28][CH:27]=[CH:26][CH:25]=2)[C:18]2[CH:23]=[CH:22][CH:21]=[CH:20][CH:19]=2)[NH:8]1)=[O:6].FC(F)(F)S(O[Si](C)(C)C)(=O)=O.C(N(CC)C(C)C)(C)C. (2) Given the product [N+:1]([C:4]1[CH:12]=[CH:11][CH:10]=[CH:9][C:5]=1[CH2:6][CH2:7][O:8][Si:21]([C:24]([CH3:27])([CH3:26])[CH3:25])([CH3:23])[CH3:22])([O-:3])=[O:2], predict the reactants needed to synthesize it. The reactants are: [N+:1]([C:4]1[CH:12]=[CH:11][CH:10]=[CH:9][C:5]=1[CH2:6][CH2:7][OH:8])([O-:3])=[O:2].N1C=CN=C1.ClCCl.[Si:21](Cl)([C:24]([CH3:27])([CH3:26])[CH3:25])([CH3:23])[CH3:22]. (3) Given the product [F:1][C:2]1[CH:3]=[N:4][CH:5]=[C:6]([F:10])[C:7]=1[CH2:8][N:15]1[C:20]2[CH:21]=[CH:22][CH:23]=[CH:24][C:19]=2[S:18](=[O:26])(=[O:25])[N:17]([C:27]2[CH:32]=[CH:31][C:30]([O:33][CH3:34])=[C:29]([O:35][CH3:36])[CH:28]=2)[C:16]1=[O:37], predict the reactants needed to synthesize it. The reactants are: [F:1][C:2]1[CH:3]=[N:4][CH:5]=[C:6]([F:10])[C:7]=1[CH2:8]O.ClC1C=C(OC)C=C(F)C=1C[N:15]1[C:20]2[CH:21]=[CH:22][CH:23]=[CH:24][C:19]=2[S:18](=[O:26])(=[O:25])[N:17]([C:27]2[CH:32]=[CH:31][C:30]([O:33][CH3:34])=[C:29]([O:35][CH3:36])[CH:28]=2)[C:16]1=[O:37]. (4) Given the product [N+:1]([C:4]1[CH:12]=[C:11]([N+:13]([O-:15])=[O:14])[CH:10]=[CH:9][C:5]=1[C:6]([NH:31][C@@H:32]([CH3:33])[C:34]([OH:36])=[O:35])=[O:7])([O-:3])=[O:2], predict the reactants needed to synthesize it. The reactants are: [N+:1]([C:4]1[CH:12]=[C:11]([N+:13]([O-:15])=[O:14])[CH:10]=[CH:9][C:5]=1[C:6](Cl)=[O:7])([O-:3])=[O:2].[N+](C1C=C([N+]([O-])=O)C=CC=1C(O)=O)([O-])=O.[NH2:31][C@H:32]([C:34]([OH:36])=[O:35])[CH3:33].C(=O)([O-])[O-].[Na+].[Na+]. (5) Given the product [CH3:27][C:3]1[N:4]=[C:5]([CH2:24][CH2:25][CH3:26])[N:6]([CH2:9][C:10]2[CH:15]=[CH:14][C:13]([C:16]3[C:17]([C:22]#[N:23])=[CH:18][CH:19]=[CH:20][CH:21]=3)=[CH:12][CH:11]=2)[C:7](=[O:8])[C:2]=1[O:34][C:28]1[CH:33]=[CH:32][CH:31]=[CH:30][CH:29]=1, predict the reactants needed to synthesize it. The reactants are: Br[C:2]1[C:7](=[O:8])[N:6]([CH2:9][C:10]2[CH:15]=[CH:14][C:13]([C:16]3[C:17]([C:22]#[N:23])=[CH:18][CH:19]=[CH:20][CH:21]=3)=[CH:12][CH:11]=2)[C:5]([CH2:24][CH2:25][CH3:26])=[N:4][C:3]=1[CH3:27].[C:28]1([OH:34])[CH:33]=[CH:32][CH:31]=[CH:30][CH:29]=1.[OH-].[K+].CS(C)=O.